The task is: Predict the reactants needed to synthesize the given product.. This data is from Full USPTO retrosynthesis dataset with 1.9M reactions from patents (1976-2016). (1) Given the product [C:1]([O:5][C:6](=[O:33])[CH2:7][N:8]([S:17]([C:20]1[CH:25]=[CH:24][C:23]([O:26][C:27]2[CH:32]=[CH:31][C:30]([Br:34])=[CH:29][CH:28]=2)=[CH:22][CH:21]=1)(=[O:19])=[O:18])[CH2:9][C:10]([O:12][C:13]([CH3:16])([CH3:15])[CH3:14])=[O:11])([CH3:2])([CH3:3])[CH3:4], predict the reactants needed to synthesize it. The reactants are: [C:1]([O:5][C:6](=[O:33])[CH2:7][N:8]([S:17]([C:20]1[CH:25]=[CH:24][C:23]([O:26][C:27]2[CH:32]=[CH:31][CH:30]=[CH:29][CH:28]=2)=[CH:22][CH:21]=1)(=[O:19])=[O:18])[CH2:9][C:10]([O:12][C:13]([CH3:16])([CH3:15])[CH3:14])=[O:11])([CH3:4])([CH3:3])[CH3:2].[Br:34]C1C=CC(OC2C=CC(S(Cl)(=O)=O)=CC=2)=CC=1. (2) The reactants are: Cl[C:2]1[CH:7]=[CH:6][N:5]=[C:4]([S:8][CH3:9])[N:3]=1.[CH3:10][O:11][C:12]1[CH:17]=[CH:16][C:15]([CH2:18][N:19]2[C:27]3[CH:26]=[CH:25][CH:24]=[C:23]([NH2:28])[C:22]=3[C:21]([CH3:29])=[N:20]2)=[CH:14][CH:13]=1. Given the product [CH3:10][O:11][C:12]1[CH:13]=[CH:14][C:15]([CH2:18][N:19]2[C:27]3[CH:26]=[CH:25][CH:24]=[C:23]([NH:28][C:2]4[CH:7]=[CH:6][N:5]=[C:4]([S:8][CH3:9])[N:3]=4)[C:22]=3[C:21]([CH3:29])=[N:20]2)=[CH:16][CH:17]=1, predict the reactants needed to synthesize it.